Dataset: Reaction yield outcomes from USPTO patents with 853,638 reactions. Task: Predict the reaction yield, written as a fraction of the theoretical maximum amount of product (1.0 means a 100% yield; for example, 0.34 means a 34% yield). The reactants are Br[C:2]1[CH:3]=[C:4]2[C:8](=[C:9]([C:11]([NH2:13])=[O:12])[CH:10]=1)[NH:7][N:6]=[C:5]2[CH:14]1[CH2:19][CH2:18][N:17]([S:20]([CH2:23][CH2:24][CH2:25][N:26]2[CH2:30][CH2:29][CH2:28][CH2:27]2)(=[O:22])=[O:21])[CH2:16][CH2:15]1.[CH3:31][S:32]([NH:35][C:36]1[CH:41]=[CH:40][C:39](B(O)O)=[CH:38][CH:37]=1)(=[O:34])=[O:33].C(=O)([O-])[O-].[K+].[K+]. The catalyst is O1CCOCC1.O.C1C=CC([P]([Pd]([P](C2C=CC=CC=2)(C2C=CC=CC=2)C2C=CC=CC=2)([P](C2C=CC=CC=2)(C2C=CC=CC=2)C2C=CC=CC=2)[P](C2C=CC=CC=2)(C2C=CC=CC=2)C2C=CC=CC=2)(C2C=CC=CC=2)C2C=CC=CC=2)=CC=1. The product is [CH3:31][S:32]([NH:35][C:36]1[CH:37]=[CH:38][C:39]([C:2]2[CH:3]=[C:4]3[C:8](=[C:9]([C:11]([NH2:13])=[O:12])[CH:10]=2)[NH:7][N:6]=[C:5]3[CH:14]2[CH2:19][CH2:18][N:17]([S:20]([CH2:23][CH2:24][CH2:25][N:26]3[CH2:27][CH2:28][CH2:29][CH2:30]3)(=[O:22])=[O:21])[CH2:16][CH2:15]2)=[CH:40][CH:41]=1)(=[O:34])=[O:33]. The yield is 0.530.